Dataset: Reaction yield outcomes from USPTO patents with 853,638 reactions. Task: Predict the reaction yield, written as a fraction of the theoretical maximum amount of product (1.0 means a 100% yield; for example, 0.34 means a 34% yield). (1) The reactants are Br[CH2:2][C:3]1[CH:4]=[C:5]2[C:10](=[CH:11][CH:12]=1)[N:9]=[CH:8][CH:7]=[CH:6]2.[C-:13]#[N:14].[Na+]. The catalyst is C(O)C. The product is [N:9]1[C:10]2[C:5](=[CH:4][C:3]([CH2:2][C:13]#[N:14])=[CH:12][CH:11]=2)[CH:6]=[CH:7][CH:8]=1. The yield is 0.0800. (2) The reactants are [CH2:1]([O:3][C:4]([C:6]1[O:7][C:8]2[CH:15]=[CH:14][CH:13]=[C:12]([NH2:16])[C:9]=2[C:10]=1[CH3:11])=[O:5])[CH3:2].[Cl:17][CH2:18][CH2:19][CH2:20][S:21](Cl)(=[O:23])=[O:22]. No catalyst specified. The product is [CH2:1]([O:3][C:4]([C:6]1[O:7][C:8]2[CH:15]=[CH:14][CH:13]=[C:12]([NH:16][S:21]([CH2:20][CH2:19][CH2:18][Cl:17])(=[O:23])=[O:22])[C:9]=2[C:10]=1[CH3:11])=[O:5])[CH3:2]. The yield is 0.700. (3) The reactants are [CH3:1][S-:2].[Na+].[CH:4]12[CH2:13][CH:8]3[CH2:9][CH:10]([CH2:12][CH:6]([CH2:7]3)[CH:5]1[NH:14][C:15]([C:17]1[C:18](Cl)=[N:19][C:20]([Cl:23])=[CH:21][CH:22]=1)=[O:16])[CH2:11]2. The catalyst is CC(N(C)C)=O.CCOC(C)=O. The product is [CH:4]12[CH2:13][CH:8]3[CH2:9][CH:10]([CH2:12][CH:6]([CH2:7]3)[CH:5]1[NH:14][C:15]([C:17]1[C:18]([S:2][CH3:1])=[N:19][C:20]([Cl:23])=[CH:21][CH:22]=1)=[O:16])[CH2:11]2. The yield is 0.555. (4) The reactants are C[O:2][C:3]([C:5]1[S:6][C:7]2[C:8]([F:26])([F:25])[CH2:9][O:10][C:11]3[CH:18]=[CH:17][C:16]([C:19]#[C:20][C:21]([OH:24])([CH3:23])[CH3:22])=[CH:15][C:12]=3[C:13]=2[N:14]=1)=O.[NH3:27].CO. The catalyst is C1COCC1. The product is [F:25][C:8]1([F:26])[C:7]2[S:6][C:5]([C:3]([NH2:27])=[O:2])=[N:14][C:13]=2[C:12]2[CH:15]=[C:16]([C:19]#[C:20][C:21]([OH:24])([CH3:23])[CH3:22])[CH:17]=[CH:18][C:11]=2[O:10][CH2:9]1. The yield is 0.300. (5) The reactants are [OH:1][CH2:2][C@@H:3]([NH:11][C:12](=[O:18])[O:13][C:14]([CH3:17])([CH3:16])[CH3:15])[CH2:4][C@H:5]1[CH2:10][CH2:9][CH2:8][O:7][CH2:6]1.N1C=CC=CC=1.[S:25](Cl)([C:28]1[CH:34]=[CH:33][C:31]([CH3:32])=[CH:30][CH:29]=1)(=[O:27])=[O:26]. The catalyst is C(Cl)Cl.CCOC(C)=O. The product is [CH3:32][C:31]1[CH:33]=[CH:34][C:28]([S:25]([O:1][CH2:2][C@@H:3]([NH:11][C:12]([O:13][C:14]([CH3:15])([CH3:17])[CH3:16])=[O:18])[CH2:4][C@H:5]2[CH2:10][CH2:9][CH2:8][O:7][CH2:6]2)(=[O:27])=[O:26])=[CH:29][CH:30]=1. The yield is 0.750. (6) The reactants are [N+:1]([C:4]1[CH:9]=[CH:8][C:7]([CH2:10][CH:11]([NH2:22])[C:12]2[N:13]=[C:14]([C:17]3[S:18][CH:19]=[CH:20][CH:21]=3)[S:15][CH:16]=2)=[CH:6][CH:5]=1)([O-:3])=[O:2].[Cl:23][C:24]1[CH:25]=[C:26]([CH2:30][C:31](O)=[O:32])[CH:27]=[CH:28][CH:29]=1.ON1C2C=CC=CC=2N=N1.CN(C)CCCN=C=NCC.C(N(CC)CC)C. The catalyst is CN(C=O)C.O. The product is [Cl:23][C:24]1[CH:25]=[C:26]([CH2:30][C:31]([NH:22][C@H:11]([C:12]2[N:13]=[C:14]([C:17]3[S:18][CH:19]=[CH:20][CH:21]=3)[S:15][CH:16]=2)[CH2:10][C:7]2[CH:6]=[CH:5][C:4]([N+:1]([O-:3])=[O:2])=[CH:9][CH:8]=2)=[O:32])[CH:27]=[CH:28][CH:29]=1. The yield is 0.600. (7) The reactants are [Cl:1][C:2]1[CH:7]=[C:6]2[NH:8][C:9](=[O:41])[C:10]3([CH:15]([C:16]4[CH:21]=[CH:20][CH:19]=[C:18]([Cl:22])[CH:17]=4)[CH2:14][C:13](=[O:23])[NH:12][CH:11]3[C:24]3[CH:29]=[C:28]([Cl:30])[CH:27]=[CH:26][C:25]=3[O:31][C:32]3[CH:37]=[CH:36][C:35]([N+:38]([O-])=O)=[CH:34][CH:33]=3)[C:5]2=[CH:4][CH:3]=1.NN. The catalyst is C(O)C.[Ni]. The product is [NH2:38][C:35]1[CH:36]=[CH:37][C:32]([O:31][C:25]2[CH:26]=[CH:27][C:28]([Cl:30])=[CH:29][C:24]=2[CH:11]2[C:10]3([C:5]4[C:6](=[CH:7][C:2]([Cl:1])=[CH:3][CH:4]=4)[NH:8][C:9]3=[O:41])[CH:15]([C:16]3[CH:21]=[CH:20][CH:19]=[C:18]([Cl:22])[CH:17]=3)[CH2:14][C:13](=[O:23])[NH:12]2)=[CH:33][CH:34]=1. The yield is 0.950. (8) The reactants are C([O:5][C:6](=[O:20])/[CH:7]=[CH:8]/[C:9]1[CH:10]=[N:11][C:12]2[NH:13][C:14](=[O:19])[CH2:15][CH2:16][C:17]=2[CH:18]=1)(C)(C)C.[O:21]1CCOCC1.[OH-].[Na+].Cl. The catalyst is CO. The product is [NH2:13][C:12]1[N:11]=[CH:10][C:9](/[CH:8]=[CH:7]/[C:6]([OH:5])=[O:20])=[CH:18][C:17]=1[CH2:16][CH2:15][C:14]([OH:19])=[O:21]. The yield is 0.780.